From a dataset of Full USPTO retrosynthesis dataset with 1.9M reactions from patents (1976-2016). Predict the reactants needed to synthesize the given product. (1) Given the product [F:8][C:6]1[CH:5]=[C:4]([NH:9][CH2:10][CH2:11][N:12]([CH3:14])[CH3:13])[CH:3]=[C:2]([B:15]2[O:19][C:18]([CH3:21])([CH3:20])[C:17]([CH3:23])([CH3:22])[O:16]2)[CH:7]=1, predict the reactants needed to synthesize it. The reactants are: Br[C:2]1[CH:3]=[C:4]([NH:9][CH2:10][CH2:11][N:12]([CH3:14])[CH3:13])[CH:5]=[C:6]([F:8])[CH:7]=1.[B:15]1([B:15]2[O:19][C:18]([CH3:21])([CH3:20])[C:17]([CH3:23])([CH3:22])[O:16]2)[O:19][C:18]([CH3:21])([CH3:20])[C:17]([CH3:23])([CH3:22])[O:16]1.CC([O-])=O.[K+]. (2) Given the product [C:18]([C:16]1[CH:17]=[C:12]([NH:11][C:8]([C:5]2[CH:4]=[CH:3][C:2]([Cl:1])=[CH:7][N:6]=2)=[O:9])[CH:13]=[CH:14][C:15]=1[F:21])(=[O:20])[CH3:19], predict the reactants needed to synthesize it. The reactants are: [Cl:1][C:2]1[CH:3]=[CH:4][C:5]([C:8](Cl)=[O:9])=[N:6][CH:7]=1.[NH2:11][C:12]1[CH:13]=[CH:14][C:15]([F:21])=[C:16]([C:18](=[O:20])[CH3:19])[CH:17]=1.CCN(CC)CC. (3) Given the product [C:1]([O:4][CH:5]([C:13]1[CH:14]=[C:15]([C:32]2[CH:31]=[CH:30][C:29]([O:28][C:27]([F:26])([F:38])[F:39])=[CH:34][CH:33]=2)[CH:16]=[CH:17][CH:18]=1)[C:6]([O:8][C:9]([CH3:12])([CH3:11])[CH3:10])=[O:7])(=[O:3])[CH3:2], predict the reactants needed to synthesize it. The reactants are: [C:1]([O:4][CH:5]([C:13]1[CH:18]=[CH:17][CH:16]=[C:15](Br)[CH:14]=1)[C:6]([O:8][C:9]([CH3:12])([CH3:11])[CH3:10])=[O:7])(=[O:3])[CH3:2].C([O-])([O-])=O.[Na+].[Na+].[F:26][C:27]([F:39])([F:38])[O:28][C:29]1[CH:34]=[CH:33][C:32](B(O)O)=[CH:31][CH:30]=1. (4) Given the product [CH2:1]([O:8][C@H:9]1[C@H:14]([O:15][CH2:16][C:17]2[CH:22]=[CH:21][CH:20]=[CH:19][CH:18]=2)[C@@H:13]([CH2:23][O:24][CH2:25][C:26]2[CH:31]=[CH:30][CH:29]=[CH:28][CH:27]=2)[O:12][C@H:11]([CH2:32][P:33](=[O:40])([O:37][CH2:38][CH3:39])[O:34][CH2:35][CH3:36])[C:10]1=[N:50][OH:47])[C:2]1[CH:7]=[CH:6][CH:5]=[CH:4][CH:3]=1, predict the reactants needed to synthesize it. The reactants are: [CH2:1]([O:8][C@H:9]1[C@H:14]([O:15][CH2:16][C:17]2[CH:22]=[CH:21][CH:20]=[CH:19][CH:18]=2)[C@@H:13]([CH2:23][O:24][CH2:25][C:26]2[CH:31]=[CH:30][CH:29]=[CH:28][CH:27]=2)[O:12][C@H:11]([CH2:32][P:33](=[O:40])([O:37][CH2:38][CH3:39])[O:34][CH2:35][CH3:36])[C:10]1=O)[C:2]1[CH:7]=[CH:6][CH:5]=[CH:4][CH:3]=1.C(O[Na])(C)=O.[OH2:47].O.O.[NH2:50]O.Cl.C(O)(=O)C. (5) Given the product [CH2:44]([N:27]([C@@H:28]([CH3:33])[C:29]([F:31])([F:30])[F:32])[S:26]([C:23]1[CH:24]=[CH:25][C:20]([C:9]2[N:10]([C:13]([O:15][C:16]([CH3:18])([CH3:19])[CH3:17])=[O:14])[C:11]3[C:7]([CH:8]=2)=[CH:6][CH:5]=[C:4]([CH:1]2[CH2:3][CH2:2]2)[CH:12]=3)=[N:21][CH:22]=1)(=[O:35])=[O:34])[CH:43]=[CH2:42], predict the reactants needed to synthesize it. The reactants are: [CH:1]1([C:4]2[CH:12]=[C:11]3[C:7]([CH:8]=[C:9]([C:20]4[CH:25]=[CH:24][C:23]([S:26](=[O:35])(=[O:34])[NH:27][C@@H:28]([CH3:33])[C:29]([F:32])([F:31])[F:30])=[CH:22][N:21]=4)[N:10]3[C:13]([O:15][C:16]([CH3:19])([CH3:18])[CH3:17])=[O:14])=[CH:6][CH:5]=2)[CH2:3][CH2:2]1.C([O-])([O-])=O.[K+].[K+].[CH2:42](Br)[CH:43]=[CH2:44].